From a dataset of Reaction yield outcomes from USPTO patents with 853,638 reactions. Predict the reaction yield, written as a fraction of the theoretical maximum amount of product (1.0 means a 100% yield; for example, 0.34 means a 34% yield). (1) The reactants are Cl.COC(=O)[C@H]([NH:24][C:25]([O:27][CH2:28][C:29]1[CH:34]=[CH:33][CH:32]=[CH:31][CH:30]=1)=[O:26])CC1C=CC(NC(OC(C)(C)C)=O)=C(C)C=1CO.Cl.[CH3:37][O:38][C:39](=[O:58])[C@@H:40]([CH2:46][C:47]1[C:48]([CH2:56][Cl:57])=[C:49]2[C:53](=[CH:54][CH:55]=1)[NH:52][N:51]=[CH:50]2)CC(OC)=O. No catalyst specified. The product is [ClH:57].[CH3:37][O:38][C:39](=[O:58])[C@H:40]([NH:24][C:25]([O:27][CH2:28][C:29]1[CH:34]=[CH:33][CH:32]=[CH:31][CH:30]=1)=[O:26])[CH2:46][C:47]1[C:48]([CH2:56][Cl:57])=[C:49]2[C:53](=[CH:54][CH:55]=1)[NH:52][N:51]=[CH:50]2. The yield is 0.990. (2) The reactants are [NH:1]1[CH2:6][CH2:5][NH:4][CH2:3][CH2:2]1.Cl[C:8]([O:10][CH2:11][CH:12]([CH3:14])[CH3:13])=[O:9].[OH-].[Na+]. The catalyst is Cl. The product is [N:1]1([C:8]([O:10][CH2:11][CH:12]([CH3:14])[CH3:13])=[O:9])[CH2:6][CH2:5][NH:4][CH2:3][CH2:2]1. The yield is 0.590. (3) The reactants are [NH2:1][C:2]1[N:7]=[C:6]([C:8]([F:11])([F:10])[F:9])[CH:5]=[CH:4][N:3]=1.[Br:12]N1C(=O)CCC1=O.C(Cl)Cl.[OH-].[Na+]. The catalyst is C(Cl)(Cl)Cl. The product is [Br:12][C:5]1[C:6]([C:8]([F:11])([F:9])[F:10])=[N:7][C:2]([NH2:1])=[N:3][CH:4]=1. The yield is 0.820. (4) The reactants are [F:1][C:2]1[CH:7]=[CH:6][C:5]([B:8]2[O:12][C:11]([CH3:14])([CH3:13])[C:10]([CH3:16])([CH3:15])[O:9]2)=[CH:4][C:3]=1[C@:17]1([CH2:28][F:29])[CH2:22][C@@H:21]([C:23]([F:26])([F:25])[F:24])[O:20][C:19]([NH2:27])=[N:18]1.C(N(CC)CC)C.[C:37](O[C:37](=[O:44])[C:38]1[CH:43]=[CH:42][CH:41]=[CH:40][CH:39]=1)(=[O:44])[C:38]1[CH:43]=[CH:42][CH:41]=[CH:40][CH:39]=1. The product is [F:1][C:2]1[CH:7]=[CH:6][C:5]([B:8]2[O:12][C:11]([CH3:14])([CH3:13])[C:10]([CH3:16])([CH3:15])[O:9]2)=[CH:4][C:3]=1[C@:17]1([CH2:28][F:29])[CH2:22][C@@H:21]([C:23]([F:26])([F:25])[F:24])[O:20][C:19]([NH:27][C:37](=[O:44])[C:38]2[CH:43]=[CH:42][CH:41]=[CH:40][CH:39]=2)=[N:18]1. The catalyst is CN(C=O)C. The yield is 0.800. (5) The reactants are Br[C:2]1[CH:3]=[C:4]([N:8]2[C:16]3[CH2:15][CH2:14][CH2:13][CH:12]([N:17]4[CH:21]=[CH:20][CH:19]=[N:18]4)[C:11]=3[C:10]([C:22]([O:24][CH2:25][CH3:26])=[O:23])=[N:9]2)[CH:5]=[CH:6][CH:7]=1.[C:27]([C@:29]1([OH:36])[CH2:33][CH2:32][N:31]([CH3:34])[C:30]1=[O:35])#[CH:28]. No catalyst specified. The product is [OH:36][C@@:29]1([C:27]#[C:28][C:2]2[CH:3]=[C:4]([N:8]3[C:16]4[CH2:15][CH2:14][CH2:13][CH:12]([N:17]5[CH:21]=[CH:20][CH:19]=[N:18]5)[C:11]=4[C:10]([C:22]([O:24][CH2:25][CH3:26])=[O:23])=[N:9]3)[CH:5]=[CH:6][CH:7]=2)[CH2:33][CH2:32][N:31]([CH3:34])[C:30]1=[O:35]. The yield is 0.920. (6) The reactants are [ClH:1].C(OCC)(=O)C.[C:8]12([CH2:18][CH2:19][N:20]([CH2:33][CH2:34][CH2:35][CH2:36][CH3:37])[C:21]([NH:23][CH2:24][CH2:25][CH2:26][C:27]3[CH:32]=[CH:31][N:30]=[CH:29][CH:28]=3)=[O:22])[CH2:17][CH:12]3[CH2:13][CH:14]([CH2:16][CH:10]([CH2:11]3)[CH2:9]1)[CH2:15]2. The catalyst is C(Cl)(Cl)Cl. The product is [ClH:1].[C:8]12([CH2:18][CH2:19][N:20]([CH2:33][CH2:34][CH2:35][CH2:36][CH3:37])[C:21]([NH:23][CH2:24][CH2:25][CH2:26][C:27]3[CH:28]=[CH:29][N:30]=[CH:31][CH:32]=3)=[O:22])[CH2:15][CH:14]3[CH2:16][CH:10]([CH2:11][CH:12]([CH2:13]3)[CH2:17]1)[CH2:9]2. The yield is 0.430. (7) The reactants are [F:1][C:2]1[C:30]([N:31]2[CH2:36][CH2:35][NH:34][CH2:33][CH2:32]2)=[CH:29][C:5]2[N:6]([CH2:17][C:18]3[CH:23]=[CH:22][C:21]([O:24][C:25]([F:28])([F:27])[F:26])=[CH:20][CH:19]=3)[C:7]([CH2:9][O:10][C:11]3[CH:16]=[CH:15][CH:14]=[CH:13][CH:12]=3)=[N:8][C:4]=2[CH:3]=1.Cl.[C:38](Cl)(=[O:45])[C:39]1[CH:44]=[CH:43][N:42]=[CH:41][CH:40]=1. The catalyst is ClCCl. The product is [F:1][C:2]1[C:30]([N:31]2[CH2:36][CH2:35][N:34]([C:38]([C:39]3[CH:44]=[CH:43][N:42]=[CH:41][CH:40]=3)=[O:45])[CH2:33][CH2:32]2)=[CH:29][C:5]2[N:6]([CH2:17][C:18]3[CH:19]=[CH:20][C:21]([O:24][C:25]([F:26])([F:27])[F:28])=[CH:22][CH:23]=3)[C:7]([CH2:9][O:10][C:11]3[CH:12]=[CH:13][CH:14]=[CH:15][CH:16]=3)=[N:8][C:4]=2[CH:3]=1. The yield is 0.480.